From a dataset of Full USPTO retrosynthesis dataset with 1.9M reactions from patents (1976-2016). Predict the reactants needed to synthesize the given product. (1) Given the product [CH2:24]([NH:26][CH2:27][CH2:28][NH:29][C:12]([C:7]1[CH:6]=[N:5][C:4]2[C:9](=[CH:10][CH:11]=[C:2]([I:1])[CH:3]=2)[N:8]=1)=[O:14])[CH3:25], predict the reactants needed to synthesize it. The reactants are: [I:1][C:2]1[CH:3]=[C:4]2[C:9](=[CH:10][CH:11]=1)[N:8]=[C:7]([C:12]([O:14]C1C=CC([N+]([O-])=O)=CC=1)=O)[CH:6]=[N:5]2.[CH2:24]([NH:26][CH2:27][CH2:28][NH:29]C(=O)C1C=CN=C(F)C=1)[CH3:25]. (2) Given the product [F:37][C:38]([F:43])([F:42])[C:39]([OH:41])=[O:40].[F:1][C:2]1[CH:7]=[CH:6][C:5]([F:8])=[CH:4][C:3]=1[C@@H:9]1[C@@H:14]([NH2:15])[CH2:13][C@@H:12]([N:23]2[CH2:30][C:29]3[C:25](=[N:26][N:27]([S:31]([CH:34]4[CH2:36][CH2:35]4)(=[O:32])=[O:33])[CH:28]=3)[CH2:24]2)[CH2:11][O:10]1, predict the reactants needed to synthesize it. The reactants are: [F:1][C:2]1[CH:7]=[CH:6][C:5]([F:8])=[CH:4][C:3]=1[C@@H:9]1[C@@H:14]([NH:15]C(=O)OC(C)(C)C)[CH2:13][C@@H:12]([N:23]2[CH2:30][C:29]3[C:25](=[N:26][N:27]([S:31]([CH:34]4[CH2:36][CH2:35]4)(=[O:33])=[O:32])[CH:28]=3)[CH2:24]2)[CH2:11][O:10]1.[F:37][C:38]([F:43])([F:42])[C:39]([OH:41])=[O:40].